Dataset: Reaction yield outcomes from USPTO patents with 853,638 reactions. Task: Predict the reaction yield, written as a fraction of the theoretical maximum amount of product (1.0 means a 100% yield; for example, 0.34 means a 34% yield). (1) The yield is 0.510. The reactants are Br[C:2]1[CH:7]=[CH:6][C:5]([C:8]2[N:17]=[C:16]([NH:18][C:19]3[NH:20][N:21]=[C:22]([CH3:24])[CH:23]=3)[C:15]3[C:10](=[CH:11][CH:12]=[CH:13][CH:14]=3)[N:9]=2)=[CH:4][CH:3]=1.[C:25]1(B(O)O)[CH:30]=[CH:29][CH:28]=[CH:27][CH:26]=1.C([O-])([O-])=O.[Na+].[Na+].C1(P(C2C=CC=CC=2)C2C=CC=CC=2)C=CC=CC=1. The catalyst is C1COCC1.O.C([O-])(=O)C.[Pd+2].C([O-])(=O)C. The product is [C:2]1([C:25]2[CH:30]=[CH:29][CH:28]=[CH:27][CH:26]=2)[CH:7]=[CH:6][C:5]([C:8]2[N:17]=[C:16]([NH:18][C:19]3[NH:20][N:21]=[C:22]([CH3:24])[CH:23]=3)[C:15]3[C:10](=[CH:11][CH:12]=[CH:13][CH:14]=3)[N:9]=2)=[CH:4][CH:3]=1. (2) The reactants are [C:1]([C:5]1[C:10]([N+:11]([O-:13])=[O:12])=[CH:9][C:8]([NH:14][C:15]#[C:16][Si](C)(C)C)=[CH:7][CH:6]=1)([CH3:4])([CH3:3])[CH3:2]. The catalyst is CN(C=O)C.[Cu]I. The product is [C:1]([C:5]1[CH:6]=[C:7]2[C:8](=[CH:9][C:10]=1[N+:11]([O-:13])=[O:12])[NH:14][CH:15]=[CH:16]2)([CH3:4])([CH3:3])[CH3:2]. The yield is 0.690. (3) The yield is 0.690. The reactants are C(OC([N:8]1[CH2:12][CH2:11][C@H:10]([C:13]2[CH:18]=[CH:17][C:16]([F:19])=[CH:15][CH:14]=2)[CH2:9]1)=O)(C)(C)C.Cl. The product is [F:19][C:16]1[CH:15]=[CH:14][C:13]([C@H:10]2[CH2:11][CH2:12][NH:8][CH2:9]2)=[CH:18][CH:17]=1. The catalyst is O1CCOCC1.